From a dataset of Full USPTO retrosynthesis dataset with 1.9M reactions from patents (1976-2016). Predict the reactants needed to synthesize the given product. (1) Given the product [Cl:12][C:9]1[CH:10]=[CH:11][C:6]([NH:5][C:30]([NH:29][C:24]2[CH:25]=[CH:26][CH:27]=[CH:28][C:23]=2[Cl:22])=[O:31])=[C:7]([OH:21])[C:8]=1[S:13]([NH:16][CH2:17][CH:18]1[CH2:20][CH2:19]1)(=[O:14])=[O:15], predict the reactants needed to synthesize it. The reactants are: NC(N)=O.[NH2:5][C:6]1[C:7]([OH:21])=[C:8]([S:13]([NH:16][CH2:17][CH:18]2[CH2:20][CH2:19]2)(=[O:15])=[O:14])[C:9]([Cl:12])=[CH:10][CH:11]=1.[Cl:22][C:23]1[CH:28]=[CH:27][CH:26]=[CH:25][C:24]=1[N:29]=[C:30]=[O:31]. (2) The reactants are: C([O:5][C:6](=[O:39])[C:7]([S:10][C:11]1[S:12][CH:13]=[C:14]([CH2:16][CH2:17][N:18]([CH2:27][C:28]2[CH:33]=[CH:32][C:31]([C:34]([NH:36][CH2:37][CH3:38])=[O:35])=[CH:30][CH:29]=2)[C:19]2[N:24]=[CH:23][C:22]([CH2:25][CH3:26])=[CH:21][N:20]=2)[N:15]=1)([CH3:9])[CH3:8])(C)(C)C.FC(F)(F)C(O)=O. Given the product [CH2:37]([NH:36][C:34]([C:31]1[CH:30]=[CH:29][C:28]([CH2:27][N:18]([C:19]2[N:24]=[CH:23][C:22]([CH2:25][CH3:26])=[CH:21][N:20]=2)[CH2:17][CH2:16][C:14]2[N:15]=[C:11]([S:10][C:7]([CH3:9])([CH3:8])[C:6]([OH:39])=[O:5])[S:12][CH:13]=2)=[CH:33][CH:32]=1)=[O:35])[CH3:38], predict the reactants needed to synthesize it.